This data is from Experimentally validated miRNA-target interactions with 360,000+ pairs, plus equal number of negative samples. The task is: Binary Classification. Given a miRNA mature sequence and a target amino acid sequence, predict their likelihood of interaction. (1) The miRNA is hsa-miR-6859-3p with sequence UGACCCCCAUGUCGCCUCUGUAG. The protein sequence of the target gene is MDSTSSLHGSSLHRPSTEQTRTDFSWDGINLSMEDTTSILPKLKRNSNAYGIGALAKSSFSGISRSMKDHVTKPTAMGQGRVAHMIEWQGWGKAPTIQPQHSHEAVRRDTDAYSDLSDGEKEARFLAGVMEQFAISEATLMAWSSMDGEDMSVNSTQEPLDCNYSDNYQELMESQDALAQAPMDGWPHSYVSQGMYCLGSSDAWEASDQSLIASPATGSYLGPAFDDSQPSLHDMGPSQPASGYSAQEPPPLLGVDTDWASEVGGVELARGPVEEEKRPLAPEEEEDAGCRDLESLSPRE.... Result: 0 (no interaction). (2) The miRNA is mmu-miR-3113-5p with sequence GUCCUGGCCCUGGUCCGGGUCC. The protein sequence of the target gene is MAEGDNRSSNLLAVETASLEEQLQGWGEVMLMADKVLRWERAWFPPAIMGVVSLLFLIIYYLDPSVLSGVSCFVMFLCLADYLVPILAPRIFGSNKWTTEQQQRFHEICSNLVKTRRRAVGWWKRLFSLKEEKPKMYFMTMIISLAAVAWVGQQVHNLLLTYLIVTFVLLLPGLNQHGIILKYIGMAKREINKLLKQKEKKNE. Result: 1 (interaction). (3) The miRNA is hsa-miR-548az-3p with sequence AAAAACUGCAAUCACUUUUGC. The protein sequence of the target gene is MSYQGKKSIPHITSDRLLIKGGRIINDDQSLYADVYLEDGLIKQIGENLIVPGGVKTIEANGRMVIPGGIDVNTYLQKPSQGMTAADDFFQGTRAALVGGTTMIIDHVVPEPGSSLLTSFEKWHEAADTKSCCDYSLHVDITSWYDGVREELEVLVQDKGVNSFQVYMAYKDVYQMSDSQLYEAFTFLKGLGAVILVHAENGDLIAQEQKRILEMGITGPEGHALSRPEELEAEAVFRAITIAGRINCPVYITKVMSKSAADIIALARKKGPLVFGEPIAASLGTDGTHYWSKNWAKAAA.... Result: 0 (no interaction). (4) The miRNA is mmu-miR-374c-5p with sequence AUAAUACAACCUGCUAAGUG. The protein sequence of the target gene is MARMGLAGAAGRWWGLALGLTAFFLPGTHTQVVQVNDSMYGFIGTDVVLHCSFANPLPSVKITQVTWQKASNGSKQNMAIYNPTMGVSVLPPYEKRVEFLRPSFIDGTIRLSGLELEDEGMYICEFATFPTGNRESQLNLTVMAKPTNWIEGTRAVLRARKGQDDKVLVATCTSANGKPPSAVSWETRLKGEAEYQEIRNPNGTVTVISRYRLVPSREAHRQSLACIVNYHLDRFRESLTLNVQYEPEVTIEGFDGNWYLQRTDVKLTCKADANPPATEYHWTTLNGSLPKGVEAQNRTL.... Result: 1 (interaction). (5) The miRNA is mmu-miR-466g with sequence AUACAGACACAUGCACACACA. The protein sequence of the target gene is MSTGAFYISSLLEKMTSSDKDFRFMATSDLMSELQKDSIQLDEDSERKVVRTLLRLLEDRSGEVQNLAVKCLGPLVGKVKEYQVENIVDTLCANMRSDKEQLRDIAGIGLKTVLSELPPAATGSGLAINVCRKITGQLTSAIAQQEDVAVQLEALDILSDMLSRLGAPLGTFHASLLHCLLPQLSSPRLAVRKRTVVALGHLAAACSTDLFVELADHLVDRLPGPRAPASPAAIRTLIQCLGSVGRQAGHRLGAHLDRLVPMVEEFCNLDDDELRESCLQAFEAFLRKCPKEMDPHVPNV.... Result: 0 (no interaction).